Dataset: Peptide-MHC class I binding affinity with 185,985 pairs from IEDB/IMGT. Task: Regression. Given a peptide amino acid sequence and an MHC pseudo amino acid sequence, predict their binding affinity value. This is MHC class I binding data. (1) The peptide sequence is FYFTNDVSFL. The MHC is Patr-A0701 with pseudo-sequence Patr-A0701. The binding affinity (normalized) is 0.514. (2) The peptide sequence is QLFPGLAAL. The MHC is HLA-A02:01 with pseudo-sequence HLA-A02:01. The binding affinity (normalized) is 0.732.